From a dataset of Full USPTO retrosynthesis dataset with 1.9M reactions from patents (1976-2016). Predict the reactants needed to synthesize the given product. The reactants are: Cl.CN(C)CCCN=C=NCC.[Cl:13][C:14]1[CH:31]=[C:30]([F:32])[C:29]([N:33]2[C:38](=[O:39])[CH:37]=[C:36]([C:40]([F:43])([F:42])[F:41])[N:35]([CH3:44])[C:34]2=[O:45])=[CH:28][C:15]=1[O:16][C:17]1[C:18]([O:23][CH2:24][C:25]([OH:27])=[O:26])=[N:19][CH:20]=[CH:21][CH:22]=1.[CH3:46][C:47](=[N:49]O)[CH3:48].CN(C)C=O. Given the product [Cl:13][C:14]1[CH:31]=[C:30]([F:32])[C:29]([N:33]2[C:38](=[O:39])[CH:37]=[C:36]([C:40]([F:43])([F:42])[F:41])[N:35]([CH3:44])[C:34]2=[O:45])=[CH:28][C:15]=1[O:16][C:17]1[C:18]([O:23][CH2:24][C:25]([O:27][N:49]=[C:47]([CH3:48])[CH3:46])=[O:26])=[N:19][CH:20]=[CH:21][CH:22]=1, predict the reactants needed to synthesize it.